From a dataset of Forward reaction prediction with 1.9M reactions from USPTO patents (1976-2016). Predict the product of the given reaction. (1) Given the reactants Br[C:2]1[C:3](=[O:21])[CH2:4][CH2:5][C:6]2([CH2:17][CH2:18][CH2:19][CH3:20])[C:14]=1[C:13]1[C:8](=[CH:9][C:10]([O:15][CH3:16])=[CH:11][CH:12]=1)[CH2:7]2.[Cu][C:23]#[N:24], predict the reaction product. The product is: [CH2:17]([C:6]12[CH2:5][CH2:4][C:3](=[O:21])[C:2]([C:23]#[N:24])=[C:14]1[C:13]1[C:8](=[CH:9][C:10]([O:15][CH3:16])=[CH:11][CH:12]=1)[CH2:7]2)[CH2:18][CH2:19][CH3:20]. (2) Given the reactants [Br:1][C:2]1[CH:10]=[CH:9][CH:8]=[C:7]2[C:3]=1[C:4]([CH3:11])=[CH:5][NH:6]2.[H-].[Na+].[CH3:14][O:15][C:16]1[CH:23]=[CH:22][C:19]([CH2:20]Cl)=[CH:18][CH:17]=1, predict the reaction product. The product is: [Br:1][C:2]1[CH:10]=[CH:9][CH:8]=[C:7]2[C:3]=1[C:4]([CH3:11])=[CH:5][N:6]2[CH2:20][C:19]1[CH:22]=[CH:23][C:16]([O:15][CH3:14])=[CH:17][CH:18]=1. (3) Given the reactants [C:1]([O:5][C:6](=[O:19])[NH:7][CH2:8][C@@H:9]1[CH2:11][C@H:10]1[C:12]1[CH:17]=[CH:16][CH:15]=[CH:14][C:13]=1Br)([CH3:4])([CH3:3])[CH3:2].[Cl:20][C:21]1[CH:26]=[CH:25][C:24](B(O)O)=[CH:23][CH:22]=1.C([O-])([O-])=O.[K+].[K+], predict the reaction product. The product is: [C:1]([O:5][C:6](=[O:19])[NH:7][CH2:8][C@@H:9]1[CH2:11][C@H:10]1[C:12]1[CH:17]=[CH:16][CH:15]=[CH:14][C:13]=1[C:24]1[CH:25]=[CH:26][C:21]([Cl:20])=[CH:22][CH:23]=1)([CH3:4])([CH3:3])[CH3:2]. (4) Given the reactants [OH:1][CH:2]1[CH2:7][CH2:6][CH:5]([O:8][C:9]2[CH:14]=[CH:13][C:12]([N:15]3[C:20](=[O:21])[C:19]([CH2:22][C:23]4[CH:28]=[CH:27][C:26]([C:29]5[CH:34]=[CH:33][CH:32]=[CH:31][C:30]=5[C:35]5[NH:39][C:38](=[O:40])[O:37][N:36]=5)=[CH:25][CH:24]=4)=[C:18]([CH2:41][CH2:42][CH3:43])[N:17]=[C:16]3[CH3:44])=[CH:11][CH:10]=2)[CH2:4][C:3]1([CH3:46])[CH3:45].CC(OI1(OC(C)=O)(OC(C)=O)OC(=O)C2C1=CC=CC=2)=O.C(OCC)(=O)C.S([O-])([O-])(=O)=S.[Na+].[Na+], predict the reaction product. The product is: [CH3:45][C:3]1([CH3:46])[C:2](=[O:1])[CH2:7][CH2:6][CH:5]([O:8][C:9]2[CH:14]=[CH:13][C:12]([N:15]3[C:20](=[O:21])[C:19]([CH2:22][C:23]4[CH:28]=[CH:27][C:26]([C:29]5[CH:34]=[CH:33][CH:32]=[CH:31][C:30]=5[C:35]5[NH:39][C:38](=[O:40])[O:37][N:36]=5)=[CH:25][CH:24]=4)=[C:18]([CH2:41][CH2:42][CH3:43])[N:17]=[C:16]3[CH3:44])=[CH:11][CH:10]=2)[CH2:4]1.